This data is from Full USPTO retrosynthesis dataset with 1.9M reactions from patents (1976-2016). The task is: Predict the reactants needed to synthesize the given product. (1) Given the product [NH2:7][C:8]1[N:13]=[CH:12][N:11]=[C:10]2[N:14]([CH:18]([C:20]3[CH:21]=[C:22]([Cl:33])[C:23]([C:31]#[N:32])=[C:24]4[C:30]=3[O:29][CH2:28][CH2:27][N:26]([CH2:2][CH2:3][OH:4])[CH2:25]4)[CH3:19])[N:15]=[C:16]([CH3:17])[C:9]=12, predict the reactants needed to synthesize it. The reactants are: Br[CH2:2][CH2:3][OH:4].Cl.Cl.[NH2:7][C:8]1[N:13]=[CH:12][N:11]=[C:10]2[N:14]([CH:18]([C:20]3[CH:21]=[C:22]([Cl:33])[C:23]([C:31]#[N:32])=[C:24]4[C:30]=3[O:29][CH2:28][CH2:27][NH:26][CH2:25]4)[CH3:19])[N:15]=[C:16]([CH3:17])[C:9]=12.C(N(CC)CC)C. (2) Given the product [OH:12][C:6]1[C:5]([N+:13]([O-:15])=[O:14])=[CH:4][C:3]([CH:1]2[C:23]([C:24]3[CH:29]=[CH:28][CH:27]=[CH:26][CH:25]=3)=[C:22]([C:16]3[CH:21]=[CH:20][CH:19]=[CH:18][CH:17]=3)[NH:34][C:32](=[O:33])[NH:31]2)=[CH:11][C:7]=1[C:8]([OH:10])=[O:9], predict the reactants needed to synthesize it. The reactants are: [CH:1]([C:3]1[CH:4]=[C:5]([N+:13]([O-:15])=[O:14])[C:6]([OH:12])=[C:7]([CH:11]=1)[C:8]([OH:10])=[O:9])=O.[C:16]1([C:22](=O)[CH2:23][C:24]2[CH:29]=[CH:28][CH:27]=[CH:26][CH:25]=2)[CH:21]=[CH:20][CH:19]=[CH:18][CH:17]=1.[NH2:31][C:32]([NH2:34])=[O:33].Cl. (3) Given the product [Cl:1][C:2]1[CH:7]=[C:6]([NH:8][C:9]2[CH:14]=[CH:13][C:12]([F:15])=[CH:11][C:10]=2[F:16])[CH:5]=[CH:4][C:3]=1[C:17]([C:19]1[CH:24]=[C:23]([N:25]2[CH:29]=[C:28]([CH2:30][CH2:31][NH:32][CH2:37][CH2:36][CH3:40])[N:27]=[N:26]2)[CH:22]=[CH:21][C:20]=1[CH3:38])=[O:18], predict the reactants needed to synthesize it. The reactants are: [Cl:1][C:2]1[CH:7]=[C:6]([NH:8][C:9]2[CH:14]=[CH:13][C:12]([F:15])=[CH:11][C:10]=2[F:16])[CH:5]=[CH:4][C:3]=1[C:17]([C:19]1[CH:24]=[C:23]([N:25]2[CH:29]=[C:28]([CH2:30][CH2:31][N:32]3[CH2:37][CH2:36]OCC3)[N:27]=[N:26]2)[CH:22]=[CH:21][C:20]=1[CH3:38])=[O:18].Cl[C:40]1C=C(NC2C=CC(F)=CC=2F)C=CC=1C(C1C=C(N2C=C(CCOS(C3C=CC(C)=CC=3)(=O)=O)N=N2)C=CC=1C)=O.C(N)CC. (4) Given the product [F:27][C:2]([F:1])([F:28])[C:3]1[CH:8]=[CH:7][C:6]([S:9]([O:12][C:13]2[CH:18]=[CH:17][CH:16]=[CH:15][C:14]=2[CH:19]2[CH2:21][CH:20]2[CH2:22][OH:23])(=[O:10])=[O:11])=[CH:5][CH:4]=1, predict the reactants needed to synthesize it. The reactants are: [F:1][C:2]([F:28])([F:27])[C:3]1[CH:8]=[CH:7][C:6]([S:9]([O:12][C:13]2[CH:18]=[CH:17][CH:16]=[CH:15][C:14]=2[CH:19]2[CH2:21][CH:20]2[C:22](OCC)=[O:23])(=[O:11])=[O:10])=[CH:5][CH:4]=1. (5) Given the product [CH3:14][C:12]1[C:11]([C:15]([F:18])([F:17])[F:16])=[CH:10][C:9]2[NH:19][C:20](=[O:32])[CH2:21][C:22]([C:24]3[CH:29]=[CH:28][N:27]=[C:26]([C:30]#[N:31])[CH:25]=3)=[N:7][C:8]=2[CH:13]=1, predict the reactants needed to synthesize it. The reactants are: C(OC(=O)[NH:7][C:8]1[CH:13]=[C:12]([CH3:14])[C:11]([C:15]([F:18])([F:17])[F:16])=[CH:10][C:9]=1[NH:19][C:20](=[O:32])[CH2:21][C:22]([C:24]1[CH:29]=[CH:28][N:27]=[C:26]([C:30]#[N:31])[CH:25]=1)=O)(C)(C)C.C(O)(C(F)(F)F)=O. (6) Given the product [CH2:11]([O:13][C:14](=[O:55])[CH2:15][NH:16][C:17]([C:19]1[C:24]([O:25][CH2:26][C:27]2[CH:28]=[CH:29][CH:30]=[CH:31][CH:32]=2)=[C:23]([CH3:33])[N:22]=[C:21]([CH2:34][CH:35]2[CH2:40][CH2:39][N:38]([C:41]3[CH:42]=[CH:43][C:44]([C:47]4[CH:48]=[CH:49][C:50]([CH:53]=[O:54])=[CH:51][CH:52]=4)=[CH:45][CH:46]=3)[CH2:37][CH2:36]2)[N:20]=1)=[O:18])[CH3:12], predict the reactants needed to synthesize it. The reactants are: C(Cl)(=O)C(Cl)=O.CS(C)=O.[CH2:11]([O:13][C:14](=[O:55])[CH2:15][NH:16][C:17]([C:19]1[C:24]([O:25][CH2:26][C:27]2[CH:32]=[CH:31][CH:30]=[CH:29][CH:28]=2)=[C:23]([CH3:33])[N:22]=[C:21]([CH2:34][CH:35]2[CH2:40][CH2:39][N:38]([C:41]3[CH:46]=[CH:45][C:44]([C:47]4[CH:52]=[CH:51][C:50]([CH2:53][OH:54])=[CH:49][CH:48]=4)=[CH:43][CH:42]=3)[CH2:37][CH2:36]2)[N:20]=1)=[O:18])[CH3:12].C(N(CC)CC)C. (7) Given the product [CH2:1]([C:3]1[CH:8]=[C:7]([C:9]2[CH2:10][CH2:11][N:12]([C:30](=[O:31])[CH2:29][C:27]#[N:28])[CH2:13][CH:14]=2)[CH:6]=[CH:5][C:4]=1[N:15]([CH3:26])[C:16]1[N:21]=[CH:20][C:19]2[N:22]=[CH:23][N:24]([CH3:25])[C:18]=2[CH:17]=1)[CH3:2], predict the reactants needed to synthesize it. The reactants are: [CH2:1]([C:3]1[CH:8]=[C:7]([C:9]2[CH2:10][CH2:11][NH:12][CH2:13][CH:14]=2)[CH:6]=[CH:5][C:4]=1[N:15]([CH3:26])[C:16]1[N:21]=[CH:20][C:19]2[N:22]=[CH:23][N:24]([CH3:25])[C:18]=2[CH:17]=1)[CH3:2].[C:27]([CH2:29][C:30](O)=[O:31])#[N:28].F[P-](F)(F)(F)(F)F.N1(OC(N(C)C)=[N+](C)C)C2N=CC=CC=2N=N1.C(N(C(C)C)CC)(C)C. (8) Given the product [CH2:1]([NH:8][C:9]([C:11]1[C:19]2[C:18]3[CH:20]=[C:21]([NH2:24])[CH:22]=[CH:23][C:17]=3[O:16][C:15]=2[C:14]([O:27][CH3:28])=[CH:13][CH:12]=1)=[O:10])[C:2]1[CH:3]=[CH:4][CH:5]=[CH:6][CH:7]=1, predict the reactants needed to synthesize it. The reactants are: [CH2:1]([NH:8][C:9]([C:11]1[C:19]2[C:18]3[CH:20]=[C:21]([N+:24]([O-])=O)[CH:22]=[CH:23][C:17]=3[O:16][C:15]=2[C:14]([O:27][CH3:28])=[CH:13][CH:12]=1)=[O:10])[C:2]1[CH:7]=[CH:6][CH:5]=[CH:4][CH:3]=1.Cl.[OH-].[K+].